This data is from Peptide-MHC class I binding affinity with 185,985 pairs from IEDB/IMGT. The task is: Regression. Given a peptide amino acid sequence and an MHC pseudo amino acid sequence, predict their binding affinity value. This is MHC class I binding data. (1) The peptide sequence is FHKRDMRLL. The MHC is HLA-B40:01 with pseudo-sequence HLA-B40:01. The binding affinity (normalized) is 0.0847. (2) The peptide sequence is NGQFIHFYR. The MHC is HLA-A68:01 with pseudo-sequence HLA-A68:01. The binding affinity (normalized) is 0.756. (3) The peptide sequence is MSPHRVPNY. The MHC is HLA-A80:01 with pseudo-sequence HLA-A80:01. The binding affinity (normalized) is 0.0847. (4) The peptide sequence is DMTPAERLINM. The MHC is Mamu-B17 with pseudo-sequence Mamu-B17. The binding affinity (normalized) is 0.0272. (5) The peptide sequence is EFGKAKGSR. The MHC is HLA-A33:01 with pseudo-sequence HLA-A33:01. The binding affinity (normalized) is 0.553. (6) The MHC is HLA-B07:02 with pseudo-sequence HLA-B07:02. The peptide sequence is ATNDGLIKK. The binding affinity (normalized) is 0.0847.